From a dataset of Forward reaction prediction with 1.9M reactions from USPTO patents (1976-2016). Predict the product of the given reaction. (1) The product is: [C:29]([O:32][CH2:33][CH2:34][CH:35]([O:36][Si:37]([C:40]([CH3:43])([CH3:42])[CH3:41])([CH3:39])[CH3:38])[C:44]1[S:45][C:46]([C:74]2[N:79]=[C:78]([NH:80][C:81]3[CH:85]=[C:84]([CH:86]4[CH2:88][CH2:87]4)[NH:83][N:82]=3)[C:77]([C:89]#[CH:90])=[CH:76][N:75]=2)=[CH:47][CH:48]=1)(=[O:31])[CH3:30]. Given the reactants ClC1C(NC2C=C(C3CC3)NN=2)=NC(C2SC(C(O)C(OCC)=O)=CC=2)=NC=1.[C:29]([O:32][CH2:33][CH2:34][CH:35]([C:44]1[S:45][C:46](Br)=[CH:47][CH:48]=1)[O:36][Si:37]([C:40]([CH3:43])([CH3:42])[CH3:41])([CH3:39])[CH3:38])(=[O:31])[CH3:30].C(OCCC(C1SC(B(O)O)=CC=1)O[Si](C(C)(C)C)(C)C)(=O)C.Br[C:74]1[N:79]=[C:78]([NH:80][C:81]2[CH:85]=[C:84]([CH:86]3[CH2:88][CH2:87]3)[NH:83][N:82]=2)[C:77]([C:89]#[C:90][Si](C)(C)C)=[CH:76][N:75]=1, predict the reaction product. (2) Given the reactants Br[C:2]1[CH:3]=[C:4]([CH:28]=[CH:29][CH:30]=1)[CH2:5][N:6]1[C:10]([CH3:11])=[N:9][C:8]([C:12]2[O:16][N:15]=[C:14]([C:17]3[CH:22]=[CH:21][C:20]([O:23][C:24]([F:27])([F:26])[F:25])=[CH:19][CH:18]=3)[N:13]=2)=[N:7]1.[NH:31]1[CH2:36][CH2:35][NH:34][CH2:33][CH2:32]1.C(O[Na])(C)(C)C.CC(OC1C=CC=C(OC(C)C)C=1C1C(P(C2CCCCC2)C2CCCCC2)=CC=CC=1)C, predict the reaction product. The product is: [CH3:11][C:10]1[N:6]([CH2:5][C:4]2[CH:3]=[C:2]([N:31]3[CH2:36][CH2:35][NH:34][CH2:33][CH2:32]3)[CH:30]=[CH:29][CH:28]=2)[N:7]=[C:8]([C:12]2[O:16][N:15]=[C:14]([C:17]3[CH:22]=[CH:21][C:20]([O:23][C:24]([F:27])([F:26])[F:25])=[CH:19][CH:18]=3)[N:13]=2)[N:9]=1.